This data is from Full USPTO retrosynthesis dataset with 1.9M reactions from patents (1976-2016). The task is: Predict the reactants needed to synthesize the given product. Given the product [OH:1][C:2]1[C:11]2[C:6](=[CH:7][CH:8]=[C:9]([C:12]([O:14][CH2:15][C:16]3[CH:21]=[CH:20][N:93]=[C:18]([O:68][CH3:66])[CH:17]=3)=[O:13])[CH:10]=2)[CH:5]=[CH:4][C:3]=1[CH2:26][C:27]1[CH:28]=[CH:29][C:30]([C:31]([OH:33])=[O:32])=[CH:34][CH:35]=1, predict the reactants needed to synthesize it. The reactants are: [OH:1][C:2]1[C:11]2[C:6](=[CH:7][CH:8]=[C:9]([C:12]([O:14][CH2:15][C:16]3[CH:21]=[CH:20]C(S(C)(=O)=O)=[CH:18][CH:17]=3)=[O:13])[CH:10]=2)[CH:5]=[CH:4][C:3]=1[CH2:26][C:27]1[CH:35]=[CH:34][C:30]([C:31]([OH:33])=[O:32])=[CH:29][CH:28]=1.OC1C2C(=CC=C(C(OCC3C=CC(S(O)(=O)=O)=CC=3)=O)C=2)C=CC=1CC1C=CC([C:66]([OH:68])=O)=CC=1.OC1C2C(=CC=C(C(OCC3C=CC(S(=O)(=O)[NH2:93])=CC=3)=O)C=2)C=CC=1CC1C=CC(C(O)=O)=CC=1.N1(S(C2C=CC(COC(C3C=C4C(C=CC(CC5C=CC(C(O)=O)=CC=5)=C4O)=CC=3)=O)=CC=2)(=O)=O)CC1.CN(C)S(C1C=CC(COC(C2C=C3C(C=CC(CC4C=CC(C(O)=O)=CC=4)=C3O)=CC=2)=O)=CC=1)(=O)=O.OC1C2C(=CC=C(C(OCC3C=CC(C)=CC=3)=O)C=2)C=CC=1CC1C=CC(C(O)=O)=CC=1.OC1C2C(=CC=C(C(OCC3C=CC(C(F)(F)F)=CC=3)=O)C=2)C=CC=1CC1C=CC(C(O)=O)=CC=1.CN(C)C1C=CC(COC(C2C=C3C(C=CC(CC4C=CC(C(O)=O)=CC=4)=C3O)=CC=2)=O)=CC=1.FC1C=CC(COC(C2C=C3C(C=CC(CC4C=CC(C(O)=O)=CC=4)=C3O)=CC=2)=O)=CC=1.ClC1C=CC(COC(C2C=C3C(C=CC(CC4C=CC(C(O)=O)=CC=4)=C3O)=CC=2)=O)=CC=1.BrC1C=CC(COC(C2C=C3C(C=CC(CC4C=CC(C(O)=O)=CC=4)=C3O)=CC=2)=O)=CC=1.OC1C2C(=CC=C(C(OCC3C=CC(I)=CC=3)=O)C=2)C=CC=1CC1C=CC(C(O)=O)=CC=1.